From a dataset of Forward reaction prediction with 1.9M reactions from USPTO patents (1976-2016). Predict the product of the given reaction. (1) Given the reactants [CH3:1][O:2][C:3]1[CH:23]=[CH:22][C:6]([O:7][C:8]2[S:9][C:10]([C:13]3[CH:18]=[CH:17][C:16]([CH:19]([NH2:21])[CH3:20])=[CH:15][CH:14]=3)=[CH:11][N:12]=2)=[CH:5][CH:4]=1.[Cl-].ClC(Cl)(Cl)[C:27]([N:29]=C=O)=[O:28].C([O-])([O-])=O.[Na+].[Na+], predict the reaction product. The product is: [CH3:1][O:2][C:3]1[CH:23]=[CH:22][C:6]([O:7][C:8]2[S:9][C:10]([C:13]3[CH:18]=[CH:17][C:16]([CH:19]([NH:21][C:27]([NH2:29])=[O:28])[CH3:20])=[CH:15][CH:14]=3)=[CH:11][N:12]=2)=[CH:5][CH:4]=1. (2) Given the reactants [CH2:1]([O:3][C:4](=[O:20])[C@@H:5]([NH:12][C:13]([O:15][C:16]([CH3:19])([CH3:18])[CH3:17])=[O:14])[CH2:6][CH2:7][CH2:8][C@@H:9]([NH2:11])[CH3:10])[CH3:2].[CH3:21][O:22][C:23](=[O:49])[NH:24][C@@H:25]([CH:36]([C:43]1[CH:48]=[CH:47][CH:46]=[CH:45][CH:44]=1)[C:37]1[CH:42]=[CH:41][CH:40]=[CH:39][CH:38]=1)[C:26](ON1C(=O)CCC1=O)=[O:27], predict the reaction product. The product is: [C:16]([O:15][C:13]([NH:12][C@@H:5]([CH2:6][CH2:7][CH2:8][C@@H:9]([NH:11][C:26](=[O:27])[C@@H:25]([NH:24][C:23]([O:22][CH3:21])=[O:49])[CH:36]([C:43]1[CH:44]=[CH:45][CH:46]=[CH:47][CH:48]=1)[C:37]1[CH:42]=[CH:41][CH:40]=[CH:39][CH:38]=1)[CH3:10])[C:4]([O:3][CH2:1][CH3:2])=[O:20])=[O:14])([CH3:18])([CH3:17])[CH3:19]. (3) Given the reactants Cl[C:2]1[N:10]=[CH:9][N:8]=[C:7]2[C:3]=1[N:4]=[CH:5][N:6]2[CH2:11][CH2:12][CH2:13][N:14]1[CH2:19][CH2:18][N:17]([C:20]2[CH:25]=[CH:24][CH:23]=[C:22]([C:26]([F:29])([F:28])[F:27])[CH:21]=2)[CH2:16][CH2:15]1.[OH2:30], predict the reaction product. The product is: [F:27][C:26]([F:29])([F:28])[C:22]1[CH:21]=[C:20]([N:17]2[CH2:18][CH2:19][N:14]([CH2:13][CH2:12][CH2:11][N:6]3[CH:5]=[N:4][C:3]4[C:2](=[O:30])[NH:10][CH:9]=[N:8][C:7]3=4)[CH2:15][CH2:16]2)[CH:25]=[CH:24][CH:23]=1. (4) The product is: [Br:17][C:18]1[C:19]([NH:1][CH:2]([CH:4]2[CH2:5][CH2:6][N:7]([C:10]([O:12][C:13]([CH3:15])([CH3:14])[CH3:16])=[O:11])[CH2:8][CH2:9]2)[CH3:3])=[N:20][C:21]([Cl:24])=[N:22][CH:23]=1. Given the reactants [NH2:1][CH:2]([CH:4]1[CH2:9][CH2:8][N:7]([C:10]([O:12][C:13]([CH3:16])([CH3:15])[CH3:14])=[O:11])[CH2:6][CH2:5]1)[CH3:3].[Br:17][C:18]1[C:19](Cl)=[N:20][C:21]([Cl:24])=[N:22][CH:23]=1.C(N(C(C)C)C(C)C)C, predict the reaction product. (5) Given the reactants [Cl:1][C:2]1[CH:38]=[CH:37][CH:36]=[CH:35][C:3]=1[CH2:4][N:5]1[C:13]2[C:12](=[O:14])[N:11]([CH3:15])[C:10](=[O:16])[N:9]([CH3:17])[C:8]=2[C:7]([CH:18]([OH:20])[CH3:19])=[C:6]1[N:21]1[CH2:26][CH2:25][CH2:24][C@@H:23]([NH:27][C:28](=[O:34])[O:29][C:30]([CH3:33])([CH3:32])[CH3:31])[CH2:22]1, predict the reaction product. The product is: [C:18]([C:7]1[C:8]2[N:9]([CH3:17])[C:10](=[O:16])[N:11]([CH3:15])[C:12](=[O:14])[C:13]=2[N:5]([CH2:4][C:3]2[CH:35]=[CH:36][CH:37]=[CH:38][C:2]=2[Cl:1])[C:6]=1[N:21]1[CH2:26][CH2:25][CH2:24][C@@H:23]([NH:27][C:28](=[O:34])[O:29][C:30]([CH3:33])([CH3:32])[CH3:31])[CH2:22]1)(=[O:20])[CH3:19]. (6) Given the reactants [CH2:1]([N:3]1[C:11]2[C:6](=[CH:7][C:8]([N+:12]([O-])=O)=[CH:9][CH:10]=2)[C:5]2([CH2:16][CH2:15]2)[C:4]1=[O:17])[CH3:2].O.O.[Sn](Cl)Cl.[OH-].[Na+], predict the reaction product. The product is: [NH2:12][C:8]1[CH:7]=[C:6]2[C:11](=[CH:10][CH:9]=1)[N:3]([CH2:1][CH3:2])[C:4](=[O:17])[C:5]12[CH2:16][CH2:15]1.